This data is from Catalyst prediction with 721,799 reactions and 888 catalyst types from USPTO. The task is: Predict which catalyst facilitates the given reaction. (1) Reactant: [N+:1]([C:4]1[CH:11]=[CH:10][C:7]([CH2:8]Cl)=[CH:6][CH:5]=1)([O-:3])=[O:2].C[N:13]1CCNCC1. Product: [N+:1]([C:4]1[CH:11]=[CH:10][C:7]([CH2:8][NH2:13])=[CH:6][CH:5]=1)([O-:3])=[O:2]. The catalyst class is: 56. (2) The catalyst class is: 258. Reactant: C(O[C:6]([N:8]1[CH2:12][CH2:11][C@H:10]([CH2:13][NH:14][C:15](=[O:24])[O:16][CH2:17][C:18]2[CH:23]=[CH:22][CH:21]=[CH:20][CH:19]=2)[CH2:9]1)=O)(C)(C)C.Cl.ClC1[C:36]2[C:31](=[CH:32][C:33]([CH3:37])=[CH:34][CH:35]=2)[N:30]=[C:29]([C:38]2[CH:43]=[CH:42][CH:41]=[CH:40][C:39]=2[OH:44])[N:28]=1.C(N(CC)CC)C. Product: [OH:44][C:39]1[CH:40]=[CH:41][CH:42]=[CH:43][C:38]=1[C:29]1[N:28]=[C:6]([N:8]2[CH2:12][CH2:11][C@H:10]([CH2:13][NH:14][C:15](=[O:24])[O:16][CH2:17][C:18]3[CH:19]=[CH:20][CH:21]=[CH:22][CH:23]=3)[CH2:9]2)[C:36]2[C:31](=[CH:32][C:33]([CH3:37])=[CH:34][CH:35]=2)[N:30]=1.